From a dataset of Catalyst prediction with 721,799 reactions and 888 catalyst types from USPTO. Predict which catalyst facilitates the given reaction. (1) Reactant: [Cl:1][C:2]1[CH:7]=[CH:6][C:5]([C:8]2[N:12]=[C:11]([C:13]3[CH:21]=[CH:20][C:16]([C:17]([OH:19])=[O:18])=[CH:15][C:14]=3[N+:22]([O-])=O)[O:10][N:9]=2)=[CH:4][CH:3]=1.O1CCCC1. Product: [NH2:22][C:14]1[CH:15]=[C:16]([CH:20]=[CH:21][C:13]=1[C:11]1[O:10][N:9]=[C:8]([C:5]2[CH:6]=[CH:7][C:2]([Cl:1])=[CH:3][CH:4]=2)[N:12]=1)[C:17]([OH:19])=[O:18]. The catalyst class is: 153. (2) Reactant: [CH2:1]([O:8][C:9]1[CH:14]=[C:13]([N:15]([CH2:20][CH2:21][CH2:22][CH3:23])[CH2:16][CH2:17][CH2:18][CH3:19])[CH:12]=[CH:11][C:10]=1[CH:24]=[CH:25][C:26]1[S:30][C:29]([CH:31]=O)=[CH:28][CH:27]=1)[C:2]1[CH:7]=[CH:6][CH:5]=[CH:4][CH:3]=1.[C:33]([C:35]1[C:36](=[C:51]([C:54]#[N:55])[C:52]#[N:53])[O:37][C:38]([C:45]2[CH:50]=[CH:49][CH:48]=[CH:47][CH:46]=2)([C:41]([F:44])([F:43])[F:42])[C:39]=1[CH3:40])#[N:34]. Product: [CH2:1]([O:8][C:9]1[CH:14]=[C:13]([N:15]([CH2:20][CH2:21][CH2:22][CH3:23])[CH2:16][CH2:17][CH2:18][CH3:19])[CH:12]=[CH:11][C:10]=1[CH:24]=[CH:25][C:26]1[S:30][C:29]([CH:31]=[CH:40][C:39]2[C:38]([C:45]3[CH:50]=[CH:49][CH:48]=[CH:47][CH:46]=3)([C:41]([F:44])([F:42])[F:43])[O:37][C:36](=[C:51]([C:54]#[N:55])[C:52]#[N:53])[C:35]=2[C:33]#[N:34])=[CH:28][CH:27]=1)[C:2]1[CH:3]=[CH:4][CH:5]=[CH:6][CH:7]=1. The catalyst class is: 199. (3) Reactant: Br[C:2]1[C:3]([Cl:28])=[CH:4][C:5]([Cl:27])=[C:6]([CH:26]=1)[C:7]([NH:9][C:10]1[N:14]([C:15]2[CH:20]=[CH:19][CH:18]=[CH:17][CH:16]=2)[N:13]=[C:12]([C:21]([O:23][CH2:24][CH3:25])=[O:22])[CH:11]=1)=[O:8].[CH3:29][C:30]1([CH3:46])[C:34]([CH3:36])([CH3:35])[O:33][B:32]([B:32]2[O:33][C:34]([CH3:36])([CH3:35])[C:30]([CH3:46])([CH3:29])[O:31]2)[O:31]1.C([O-])(=O)C.[K+]. Product: [Cl:27][C:5]1[CH:4]=[C:3]([Cl:28])[C:2]([B:32]2[O:33][C:34]([CH3:36])([CH3:35])[C:30]([CH3:46])([CH3:29])[O:31]2)=[CH:26][C:6]=1[C:7]([NH:9][C:10]1[N:14]([C:15]2[CH:20]=[CH:19][CH:18]=[CH:17][CH:16]=2)[N:13]=[C:12]([C:21]([O:23][CH2:24][CH3:25])=[O:22])[CH:11]=1)=[O:8]. The catalyst class is: 75. (4) Reactant: C[O:2][C:3](=[O:20])[C:4]1[CH:9]=[CH:8][C:7]([CH2:10][NH:11][C:12]([O:14][C:15]([CH3:18])([CH3:17])[CH3:16])=[O:13])=[C:6]([CH3:19])[CH:5]=1.[OH-].[Na+]. Product: [C:15]([O:14][C:12]([NH:11][CH2:10][C:7]1[CH:8]=[CH:9][C:4]([C:3]([OH:20])=[O:2])=[CH:5][C:6]=1[CH3:19])=[O:13])([CH3:18])([CH3:17])[CH3:16]. The catalyst class is: 12. (5) Reactant: [NH2:1][C:2]1[N:7]=[C:6]2[N:8]([CH2:20][CH3:21])[C:9]([C:11]([N:13]([CH:17]3[CH2:19][CH2:18]3)[CH:14]3[CH2:16][CH2:15]3)=[O:12])=[CH:10][C:5]2=[C:4]2[N:22]([CH3:25])[CH:23]=[N:24][C:3]=12.[C:26]([N:34]=[C:35]=[S:36])(=O)[C:27]1C=CC=C[CH:28]=1.C([O-])([O-])=O.[K+].[K+].BrC(C)C=O. Product: [CH:14]1([N:13]([CH:17]2[CH2:19][CH2:18]2)[C:11]([C:9]2[N:8]([CH2:20][CH3:21])[C:6]3=[N:7][C:2]([NH:1][C:35]4[S:36][C:27]([CH3:28])=[CH:26][N:34]=4)=[C:3]4[N:24]=[CH:23][N:22]([CH3:25])[C:4]4=[C:5]3[CH:10]=2)=[O:12])[CH2:16][CH2:15]1. The catalyst class is: 21. (6) Reactant: [Cl:1][C:2]1[CH:7]=[CH:6][CH:5]=[CH:4][C:3]=1[C:8]1[O:12][C:11](I)=[N:10][C:9]=1[C:14]1[N:18]([CH2:19][O:20][CH2:21][CH2:22][Si:23]([CH3:26])([CH3:25])[CH3:24])[CH:17]=[N:16][N:15]=1.[CH3:27][C:28]1[C:29](B2OC(C)(C)C(C)(C)O2)=[CH:30][C:31]([NH:34][C:35](=[O:37])[CH3:36])=[N:32][CH:33]=1.C(=O)([O-])[O-].[Cs+].[Cs+]. The catalyst class is: 70. Product: [Cl:1][C:2]1[CH:7]=[CH:6][CH:5]=[CH:4][C:3]=1[C:8]1[O:12][C:11]([C:29]2[C:28]([CH3:27])=[CH:33][N:32]=[C:31]([NH:34][C:35](=[O:37])[CH3:36])[CH:30]=2)=[N:10][C:9]=1[C:14]1[N:18]([CH2:19][O:20][CH2:21][CH2:22][Si:23]([CH3:26])([CH3:25])[CH3:24])[CH:17]=[N:16][N:15]=1. (7) Reactant: [NH2:1][C:2]1[CH:7]=[CH:6][C:5]([C:8]2[CH:16]=[CH:15][CH:14]=[C:13]3[C:9]=2[CH2:10][NH:11][C:12]3=[O:17])=[CH:4][CH:3]=1.C([N:20]([CH2:23]C)[CH2:21][CH3:22])C.ClC(Cl)(O[C:29](=[O:35])OC(Cl)(Cl)Cl)Cl. Product: [CH3:23][N:20]([C:21]1[CH:22]=[CH:3][CH:4]=[C:5]([CH3:8])[CH:6]=1)[C:29]([NH:1][C:2]1[CH:3]=[CH:4][C:5]([C:8]2[CH:16]=[CH:15][CH:14]=[C:13]3[C:9]=2[CH2:10][NH:11][C:12]3=[O:17])=[CH:6][CH:7]=1)=[O:35]. The catalyst class is: 12.